Dataset: Reaction yield outcomes from USPTO patents with 853,638 reactions. Task: Predict the reaction yield, written as a fraction of the theoretical maximum amount of product (1.0 means a 100% yield; for example, 0.34 means a 34% yield). (1) No catalyst specified. The reactants are Br[C:2]1[C:3]2[C:4]3[CH:17]=[CH:16][S:15][C:5]=3[C:6](=[O:14])[NH:7][C:8]=2[CH:9]=[CH:10][C:11]=1[O:12][CH3:13].[CH3:18][N:19]([C@@H:27]([C:29]1[CH:34]=[CH:33][C:32](B2OC(C)(C)C(C)(C)O2)=[CH:31][CH:30]=1)[CH3:28])[C:20](=[O:26])[O:21][C:22]([CH3:25])([CH3:24])[CH3:23]. The yield is 0.270. The product is [CH3:13][O:12][C:11]1[CH:10]=[CH:9][C:8]2[NH:7][C:6](=[O:14])[C:5]3[S:15][CH:16]=[CH:17][C:4]=3[C:3]=2[C:2]=1[C:32]1[CH:31]=[CH:30][C:29]([C@H:27]([N:19]([CH3:18])[C:20](=[O:26])[O:21][C:22]([CH3:24])([CH3:23])[CH3:25])[CH3:28])=[CH:34][CH:33]=1. (2) The reactants are [CH3:1][C:2]1[CH:7]=[CH:6][C:5]([NH:8][C:9]([O:11][CH2:12][C:13]2[CH:18]=[CH:17][CH:16]=[CH:15][CH:14]=2)=[O:10])=[CH:4][C:3]=1[CH:19]1[CH2:24][CH2:23][N:22](C(OC(C)(C)C)=O)[CH2:21][CH2:20]1.Cl. The catalyst is C(Cl)Cl. The product is [CH3:1][C:2]1[CH:7]=[CH:6][C:5]([NH:8][C:9]([O:11][CH2:12][C:13]2[CH:18]=[CH:17][CH:16]=[CH:15][CH:14]=2)=[O:10])=[CH:4][C:3]=1[CH:19]1[CH2:20][CH2:21][NH:22][CH2:23][CH2:24]1. The yield is 0.980.